Task: Predict the reaction yield, written as a fraction of the theoretical maximum amount of product (1.0 means a 100% yield; for example, 0.34 means a 34% yield).. Dataset: Reaction yield outcomes from USPTO patents with 853,638 reactions (1) The reactants are [Cl:1][C:2]1[CH:3]=[C:4]([CH:23]=[CH:24][CH:25]=1)[CH2:5][O:6][C:7]1[C:15]([F:16])=[CH:14][CH:13]=[C:12]2[C:8]=1[C:9]([CH2:18][C:19]([NH:21][CH3:22])=O)=[CH:10][N:11]2[CH3:17].[H-].[Al+3].[Li+].[H-].[H-].[H-].[Al+3].[Cl-].[Cl-].[Cl-].[O-]S([O-])(=O)=O.[Na+].[Na+]. The catalyst is C1COCC1.O. The product is [Cl:1][C:2]1[CH:3]=[C:4]([CH:23]=[CH:24][CH:25]=1)[CH2:5][O:6][C:7]1[C:15]([F:16])=[CH:14][CH:13]=[C:12]2[C:8]=1[C:9]([CH2:18][CH2:19][NH:21][CH3:22])=[CH:10][N:11]2[CH3:17]. The yield is 0.230. (2) The yield is 0.700. The product is [ClH:28].[N+:1]([C:4]1[CH:27]=[CH:26][C:7]([CH2:8][O:9][C:10](=[O:25])[NH:11][CH2:12][C@@H:13]([NH2:17])[CH:14]([CH3:15])[CH3:16])=[CH:6][CH:5]=1)([O-:3])=[O:2]. The reactants are [N+:1]([C:4]1[CH:27]=[CH:26][C:7]([CH2:8][O:9][C:10](=[O:25])[NH:11][CH2:12][C@@H:13]([NH:17]C(OC(C)(C)C)=O)[CH:14]([CH3:16])[CH3:15])=[CH:6][CH:5]=1)([O-:3])=[O:2].[ClH:28]. The catalyst is O1CCOCC1. (3) The reactants are C(=O)([O-])[O-].[Ca+2].[C:6](Cl)(Cl)=[S:7].[NH2:10][C:11]1[CH:18]=[CH:17][C:14]([C:15]#[N:16])=[C:13]([C:19]([CH3:22])([CH3:21])[CH3:20])[CH:12]=1.Cl. The catalyst is ClCCl.O. The product is [C:19]([C:13]1[CH:12]=[C:11]([N:10]=[C:6]=[S:7])[CH:18]=[CH:17][C:14]=1[C:15]#[N:16])([CH3:22])([CH3:20])[CH3:21]. The yield is 0.720. (4) The reactants are Cl[C:2]1[CH:7]=[C:6](Cl)[CH:5]=[CH:4][C:3]=1[N+:9]([O-:11])=[O:10].[CH3:12][NH2:13].[NH2:14][C:15]1[C:20]([CH3:21])=[CH:19][C:18]([OH:22])=[CH:17][C:16]=1[CH3:23].CC(C)([O-])C.[K+]. The catalyst is CN(C)C(=O)C.O. The product is [NH2:14][C:15]1[C:20]([CH3:21])=[CH:19][C:18]([O:22][C:6]2[CH:5]=[CH:4][C:3]([N+:9]([O-:11])=[O:10])=[C:2]([NH:13][CH3:12])[CH:7]=2)=[CH:17][C:16]=1[CH3:23]. The yield is 0.670. (5) The reactants are [CH2:1]([O:3][C:4]([N:6]1[CH2:14][CH:13]2[CH:9]([CH2:10][C:11]3[S:17][C:16](Br)=[CH:15][C:12]=32)[CH2:8][CH2:7]1)=[O:5])[CH3:2].[CH3:19][Zn]C.C1(C)C=CC=CC=1. The catalyst is O1CCOCC1.C1C=CC(P(C2C=CC=CC=2)[C-]2C=CC=C2)=CC=1.C1C=CC(P(C2C=CC=CC=2)[C-]2C=CC=C2)=CC=1.Cl[Pd]Cl.[Fe+2]. The product is [CH2:1]([O:3][C:4]([N:6]1[CH2:14][CH:13]2[CH:9]([CH2:10][C:11]3[S:17][C:16]([CH3:19])=[CH:15][C:12]=32)[CH2:8][CH2:7]1)=[O:5])[CH3:2]. The yield is 0.590. (6) The reactants are I[C:2]1[CH:7]=[CH:6][C:5]([Br:8])=[CH:4][CH:3]=1.C(N(CC)CC)C.[CH2:16]([O:18][SiH:19]([O:23][CH2:24][CH3:25])[O:20][CH2:21][CH3:22])[CH3:17]. The catalyst is CN(C=O)C. The product is [Br:8][C:5]1[CH:6]=[CH:7][C:2]([Si:19]([O:23][CH2:24][CH3:25])([O:20][CH2:21][CH3:22])[O:18][CH2:16][CH3:17])=[CH:3][CH:4]=1. The yield is 0.810.